From a dataset of Reaction yield outcomes from USPTO patents with 853,638 reactions. Predict the reaction yield, written as a fraction of the theoretical maximum amount of product (1.0 means a 100% yield; for example, 0.34 means a 34% yield). The reactants are COC1C=C(C=CC=1OC)C[NH:7][C:8]1[N:13]2[N:14]=[C:15]([C:17]3[O:18][CH:19]=[CH:20][CH:21]=3)[N:16]=[C:12]2[CH:11]=[C:10]([CH2:22][O:23][C:24]2[CH:29]=[CH:28][CH:27]=[CH:26][N:25]=2)[N:9]=1.C1(OC)C=CC=CC=1.FC(F)(F)S(O)(=O)=O.[OH-].[Na+]. The catalyst is FC(F)(F)C(O)=O. The product is [NH2:7][C:8]1[N:13]2[N:14]=[C:15]([C:17]3[O:18][CH:19]=[CH:20][CH:21]=3)[N:16]=[C:12]2[CH:11]=[C:10]([CH2:22][O:23][C:24]2[CH:29]=[CH:28][CH:27]=[CH:26][N:25]=2)[N:9]=1. The yield is 0.650.